From a dataset of Drug-target binding data from BindingDB using Ki measurements. Regression. Given a target protein amino acid sequence and a drug SMILES string, predict the binding affinity score between them. We predict pKi (pKi = -log10(Ki in M); higher means stronger inhibition). Dataset: bindingdb_ki. The small molecule is CCCCC[C@H](NC(=O)[C@H](CCCN=C(N)N)NC(=O)[C@H](CCC(N)=O)NC(=O)[C@H](CC(C)C)NC(=O)[C@H](CCC(=O)O)NC(=O)CNC(=O)[C@H](Cc1ccc(O)cc1)NC(=O)[C@@H](NC(=O)[C@H](Cc1ccccc1)NC(=O)[C@@H](NC(=O)[C@@H]1CCCN1C(=O)[C@@H](NC(=O)[C@@H](N)Cc1ccccc1)C(C)C)[C@@H](C)CC)[C@@H](C)O)C(=O)N[C@@H](CCC(N)=O)C(=O)N[C@@H](CCC(=O)O)C(=O)N[C@@H](CCCCN)C(=O)N[C@@H](CCC(=O)O)C(=O)N[C@@H](CCCN=C(N)N)C(=O)N[C@@H](CC(N)=O)C(=O)N[C@@H](CCCCN)C(=O)NCC(=O)N[C@@H](CCC(N)=O)C(=O)O. The target protein (P27114) has sequence MVSRKAVAALLLVHVTAMLASQTEAFVPIFTYSELQRMQERERNRGHKKSLSVQQRSDAAAAPRPAEPTLEEENGRMQLTAPVEIGMRMNSRQLEKYRAALEAAERAVHPDAPSRPCWPAGGESGWSGEPSPT. The pKi is 8.7.